The task is: Predict the reaction yield, written as a fraction of the theoretical maximum amount of product (1.0 means a 100% yield; for example, 0.34 means a 34% yield).. This data is from Reaction yield outcomes from USPTO patents with 853,638 reactions. (1) The catalyst is O1CCCC1.C(OCC)(=O)C.CN(C)C=O.C(N(CC)CC)C. The reactants are [NH2:1][C:2]1[CH:7]=[C:6]([O:8][C:9]2[CH:14]=[CH:13][C:12]([NH:15][C:16]([NH:18][C:19](=[O:28])[CH2:20][C:21]3[CH:26]=[CH:25][C:24]([F:27])=[CH:23][CH:22]=3)=[S:17])=[CH:11][C:10]=2[F:29])[CH:5]=[CH:4][N:3]=1.ClC(OC1C=CC=CC=1)=O.[CH2:40]([N:42]([CH2:48][CH3:49])[CH2:43][CH2:44][CH2:45][NH:46][CH3:47])[CH3:41].[C:50](=[O:53])([O-])O.[Na+]. The product is [CH2:40]([N:42]([CH2:48][CH3:49])[CH2:43][CH2:44][CH2:45][N:46]([CH3:47])[C:50]([NH:1][C:2]1[CH:7]=[C:6]([O:8][C:9]2[CH:14]=[CH:13][C:12]([NH:15][C:16]([NH:18][C:19](=[O:28])[CH2:20][C:21]3[CH:26]=[CH:25][C:24]([F:27])=[CH:23][CH:22]=3)=[S:17])=[CH:11][C:10]=2[F:29])[CH:5]=[CH:4][N:3]=1)=[O:53])[CH3:41]. The yield is 0.0190. (2) The reactants are [N:1]1[CH:6]=[CH:5][C:4]([CH2:7][CH2:8][C:9]([O:11]CC)=[O:10])=[CH:3][CH:2]=1.[OH-].[K+].Cl. The catalyst is O.CCO. The product is [N:1]1[CH:6]=[CH:5][C:4]([CH2:7][CH2:8][C:9]([OH:11])=[O:10])=[CH:3][CH:2]=1. The yield is 0.730. (3) The reactants are Cl[C:2]1[CH:12]=[CH:11][C:5]([C:6]([O:8]CC)=[O:7])=[CH:4][N:3]=1.[CH:13]([O:16][CH2:17][CH2:18][OH:19])([CH3:15])[CH3:14]. No catalyst specified. The product is [CH:13]([O:16][CH2:17][CH2:18][O:19][C:2]1[CH:12]=[CH:11][C:5]([C:6]([OH:8])=[O:7])=[CH:4][N:3]=1)([CH3:15])[CH3:14]. The yield is 0.510.